This data is from Full USPTO retrosynthesis dataset with 1.9M reactions from patents (1976-2016). The task is: Predict the reactants needed to synthesize the given product. (1) The reactants are: [NH2:1][C@H:2]1[CH2:7][CH2:6][CH2:5][CH2:4][C@H:3]1[NH:8][C:9](=[O:24])[C:10]1[C:15]([S:16][CH3:17])=[CH:14][C:13]([C:18]([F:21])([F:20])[F:19])=[CH:12][C:11]=1[O:22][CH3:23].Br[CH2:26][CH:27]([OH:31])[CH2:28][CH2:29]Br. Given the product [OH:31][CH:27]1[CH2:28][CH2:29][N:1]([C@H:2]2[CH2:7][CH2:6][CH2:5][CH2:4][C@H:3]2[NH:8][C:9](=[O:24])[C:10]2[C:15]([S:16][CH3:17])=[CH:14][C:13]([C:18]([F:20])([F:21])[F:19])=[CH:12][C:11]=2[O:22][CH3:23])[CH2:26]1, predict the reactants needed to synthesize it. (2) Given the product [Cl:19][C:6]1[C:5]2[C:10](=[CH:11][C:2]([Cl:1])=[C:3]([C:13]([F:16])([F:15])[F:14])[CH:4]=2)[N:9]=[CH:8][N:7]=1, predict the reactants needed to synthesize it. The reactants are: [Cl:1][C:2]1[CH:11]=[C:10]2[C:5]([C:6](O)=[N:7][CH:8]=[N:9]2)=[CH:4][C:3]=1[C:13]([F:16])([F:15])[F:14].O=S(Cl)[Cl:19]. (3) Given the product [C:1]([C@@H:9]1[CH2:14][C@H:13]([OH:15])[CH:12]=[CH:11][C@@H:10]1[CH2:16][C:17](=[O:24])[C:18]1[CH:19]=[CH:20][CH:21]=[CH:22][CH:23]=1)(=[O:8])[C:2]1[CH:3]=[CH:4][CH:5]=[CH:6][CH:7]=1, predict the reactants needed to synthesize it. The reactants are: [C:1]([C@@H:9]1[CH2:14][C:13](=[O:15])[CH:12]=[CH:11][C@@H:10]1[CH2:16][C:17](=[O:24])[C:18]1[CH:23]=[CH:22][CH:21]=[CH:20][CH:19]=1)(=[O:8])[C:2]1[CH:7]=[CH:6][CH:5]=[CH:4][CH:3]=1.[BH4-].[Na+]. (4) Given the product [S:17]1[CH:21]=[CH:20][CH:19]=[C:18]1[C:2]1[CH:7]=[CH:6][CH:5]=[CH:4][C:3]=1[CH:8]1[N:13]2[CH:14]=[N:15][CH:16]=[C:12]2[CH2:11][CH2:10][CH2:9]1, predict the reactants needed to synthesize it. The reactants are: Br[C:2]1[CH:7]=[CH:6][CH:5]=[CH:4][C:3]=1[CH:8]1[N:13]2[CH:14]=[N:15][CH:16]=[C:12]2[CH2:11][CH2:10][CH2:9]1.[S:17]1[CH:21]=[CH:20][CH:19]=[C:18]1B(O)O.C([O-])([O-])=O.[Na+].[Na+]. (5) Given the product [Cl:1][C:2]1[CH:7]=[CH:6][CH:5]=[CH:4][C:3]=1/[CH:8]=[N:9]/[NH:10][C:11]([NH:13][C:23](=[O:24])[O:22][CH3:21])=[NH:12], predict the reactants needed to synthesize it. The reactants are: [Cl:1][C:2]1[CH:7]=[CH:6][CH:5]=[CH:4][C:3]=1/[CH:8]=[N:9]/[NH:10][C:11]([NH2:13])=[NH:12].C(N(CC)CC)C.[CH3:21][O:22][C:23](Cl)=[O:24].C([O-])(O)=O.[Na+]. (6) Given the product [CH:15]([N:6]1[C:7]2[CH:8]=[C:9]([C:11]([F:14])([F:13])[F:12])[CH:10]=[C:2]([C:18]#[N:19])[C:3]=2[CH:4]=[CH:5]1)([CH3:17])[CH3:16], predict the reactants needed to synthesize it. The reactants are: Br[C:2]1[CH:10]=[C:9]([C:11]([F:14])([F:13])[F:12])[CH:8]=[C:7]2[C:3]=1[CH:4]=[CH:5][N:6]2[CH:15]([CH3:17])[CH3:16].[C:18]([Zn]C#N)#[N:19].COC1C=CC=C(OC)C=1C1C=CC=CC=1P(C1CCCCC1)C1CCCCC1.[OH-].[Na+]. (7) Given the product [Cl:1][C:2]1[CH:3]=[C:4]([CH:14]=[CH:15][C:16]=1[Cl:17])[CH2:5][N:6]1[CH2:11][CH2:10][O:9][CH:8]([CH2:12][NH:13][C:26]([NH:25][C:22]2[CH:23]=[CH:24][C:19]([F:18])=[CH:20][CH:21]=2)=[O:27])[CH2:7]1, predict the reactants needed to synthesize it. The reactants are: [Cl:1][C:2]1[CH:3]=[C:4]([CH:14]=[CH:15][C:16]=1[Cl:17])[CH2:5][N:6]1[CH2:11][CH2:10][O:9][CH:8]([CH2:12][NH2:13])[CH2:7]1.[F:18][C:19]1[CH:24]=[CH:23][C:22]([N:25]=[C:26]=[O:27])=[CH:21][CH:20]=1.